This data is from Full USPTO retrosynthesis dataset with 1.9M reactions from patents (1976-2016). The task is: Predict the reactants needed to synthesize the given product. Given the product [CH:1]1([NH:7][C:8]2[N:16]=[C:15]([NH:17][C:18]3[CH:23]=[CH:22][C:21]([N:24]4[CH2:25][CH2:26][CH:27]([C:30]([N:75]5[CH2:80][CH2:79][O:78][CH2:77][CH2:76]5)=[O:31])[CH2:28][CH2:29]4)=[CH:20][C:19]=3[O:34][CH3:35])[N:14]=[C:13]3[C:9]=2[N:10]=[CH:11][N:12]3[CH:36]2[CH2:41][CH2:40][CH2:39][CH2:38][O:37]2)[CH2:2][CH2:3][CH2:4][CH2:5][CH2:6]1, predict the reactants needed to synthesize it. The reactants are: [CH:1]1([NH:7][C:8]2[N:16]=[C:15]([NH:17][C:18]3[CH:23]=[CH:22][C:21]([N:24]4[CH2:29][CH2:28][CH:27]([C:30](OC)=[O:31])[CH2:26][CH2:25]4)=[CH:20][C:19]=3[O:34][CH3:35])[N:14]=[C:13]3[C:9]=2[N:10]=[CH:11][N:12]3[CH:36]2[CH2:41][CH2:40][CH2:39][CH2:38][O:37]2)[CH2:6][CH2:5][CH2:4][CH2:3][CH2:2]1.CN(C(ON1N=NC2C=CC=NC1=2)=[N+](C)C)C.F[P-](F)(F)(F)(F)F.CCN(C(C)C)C(C)C.[NH:75]1[CH2:80][CH2:79][O:78][CH2:77][CH2:76]1.